This data is from CYP2C9 inhibition data for predicting drug metabolism from PubChem BioAssay. The task is: Regression/Classification. Given a drug SMILES string, predict its absorption, distribution, metabolism, or excretion properties. Task type varies by dataset: regression for continuous measurements (e.g., permeability, clearance, half-life) or binary classification for categorical outcomes (e.g., BBB penetration, CYP inhibition). Dataset: cyp2c9_veith. (1) The drug is CC(C)=NO[C@@H](C)CN1CCCc2nc(C)c(C)cc21. The result is 0 (non-inhibitor). (2) The compound is Cc1c(CCO)c(=O)n(C)n1C(=O)c1ccc(F)cc1. The result is 0 (non-inhibitor). (3) The drug is CO[C@@H]1COC(=O)[C@H]2CCCN2C(=O)[C@@H](C)COC(=O)CCC[C@H]1C. The result is 0 (non-inhibitor). (4) The molecule is Cc1cc(NC(=O)c2c([N+](=O)[O-])c(C)nn2C)no1. The result is 0 (non-inhibitor). (5) The compound is COc1ccc(C(=O)N2CCC3(CCN(C)CC3)CC2)cc1. The result is 0 (non-inhibitor). (6) The molecule is COc1ccc(Oc2ncc3nc(-c4cc(F)cc(F)c4)c(=O)n(C)c3n2)cc1. The result is 0 (non-inhibitor). (7) The compound is Fc1ccc(CSc2nnc(-c3cc4c(s3)-c3ccccc3CC4)o2)cc1. The result is 1 (inhibitor). (8) The compound is COCCCNC(=O)C1C2C=CC3(CN(Cc4ccc(C)cc4)C(=O)C13)O2. The result is 0 (non-inhibitor).